Dataset: Reaction yield outcomes from USPTO patents with 853,638 reactions. Task: Predict the reaction yield, written as a fraction of the theoretical maximum amount of product (1.0 means a 100% yield; for example, 0.34 means a 34% yield). (1) The reactants are C([NH:9][NH:10][CH:11]([CH2:24][CH3:25])[C:12]([CH:18]1[CH2:23][CH2:22][CH2:21][CH2:20][CH2:19]1)([CH3:17])[C:13](OC)=[O:14])(=O)C1C=CC=CC=1.C[O-].[Na+]. No catalyst specified. The product is [CH:18]1([C:12]2([CH3:17])[C:13](=[O:14])[NH:9][N:10]=[C:11]2[CH2:24][CH3:25])[CH2:23][CH2:22][CH2:21][CH2:20][CH2:19]1. The yield is 0.550. (2) The reactants are Cl[C:2]1[CH:3]=[N:4][CH:5]=[C:6]([Cl:10])[C:7]=1[C:8]#[N:9].CC1(C)C(C)(C)OB([C:19]2[CH:20]=[C:21]3[C:25](=[CH:26][CH:27]=2)[N:24]([C:28](=[O:40])[CH2:29][C:30]2[CH:35]=[CH:34][CH:33]=[C:32]([C:36]([F:39])([F:38])[F:37])[CH:31]=2)[CH2:23][CH2:22]3)O1.O1CCOCC1.C([O-])(O)=O.[Na+]. The catalyst is O.C1C=CC([P]([Pd]([P](C2C=CC=CC=2)(C2C=CC=CC=2)C2C=CC=CC=2)([P](C2C=CC=CC=2)(C2C=CC=CC=2)C2C=CC=CC=2)[P](C2C=CC=CC=2)(C2C=CC=CC=2)C2C=CC=CC=2)(C2C=CC=CC=2)C2C=CC=CC=2)=CC=1. The product is [Cl:10][C:6]1[CH:5]=[N:4][CH:3]=[C:2]([C:19]2[CH:20]=[C:21]3[C:25](=[CH:26][CH:27]=2)[N:24]([C:28](=[O:40])[CH2:29][C:30]2[CH:35]=[CH:34][CH:33]=[C:32]([C:36]([F:39])([F:37])[F:38])[CH:31]=2)[CH2:23][CH2:22]3)[C:7]=1[C:8]#[N:9]. The yield is 0.549. (3) The reactants are [Cl:1][C:2]1[CH:10]=[C:9]2[C:5]([C:6]([CH:11]=[O:12])=[CH:7][NH:8]2)=[CH:4][C:3]=1[C:13]1[CH:14]=[N:15][C:16]([N:19]([CH3:21])[CH3:20])=[N:17][CH:18]=1.CC(=CC)C.Cl([O-])=[O:28].[Na+].O.O.OP([O-])(O)=O.[Na+]. The catalyst is C(#N)C.O.C(O)(C)(C)C. The product is [Cl:1][C:2]1[CH:10]=[C:9]2[C:5]([C:6]([C:11]([OH:28])=[O:12])=[CH:7][NH:8]2)=[CH:4][C:3]=1[C:13]1[CH:14]=[N:15][C:16]([N:19]([CH3:21])[CH3:20])=[N:17][CH:18]=1. The yield is 0.410. (4) The reactants are [Cl:1][C:2]1[CH:7]=[CH:6][C:5]([CH2:8][C:9]#[N:10])=[C:4]([F:11])[CH:3]=1.[Cl:12][C:13]1[CH:14]=[C:15]([CH:18]=[CH:19][C:20]=1[Cl:21])[CH:16]=O.C[O-].[Na+]. The catalyst is CO. The product is [Cl:1][C:2]1[CH:7]=[CH:6][C:5](/[C:8](=[CH:16]/[C:15]2[CH:18]=[CH:19][C:20]([Cl:21])=[C:13]([Cl:12])[CH:14]=2)/[C:9]#[N:10])=[C:4]([F:11])[CH:3]=1. The yield is 0.760. (5) The reactants are [CH2:1]([O:3][C:4](=[O:16])[C:5](=O)[CH2:6][C:7](=[O:14])[C:8]1[CH:13]=[CH:12][CH:11]=[CH:10][CH:9]=1)C.Cl.[NH2:18]O. The catalyst is CO. The product is [CH3:1][O:3][C:4]([C:5]1[CH:6]=[C:7]([C:8]2[CH:13]=[CH:12][CH:11]=[CH:10][CH:9]=2)[O:14][N:18]=1)=[O:16]. The yield is 0.790. (6) The reactants are [NH2:1][C:2]1[CH:7]=[CH:6][N:5]=[CH:4][N:3]=1.N12CCN(CC1)CC2.[Cl:16][C:17]1[C:18]([F:28])=[CH:19][C:20]([F:27])=[C:21]([S:23](Cl)(=[O:25])=[O:24])[CH:22]=1. The catalyst is C(#N)C. The product is [Cl:16][C:17]1[C:18]([F:28])=[CH:19][C:20]([F:27])=[C:21]([S:23]([NH:1][C:2]2[CH:7]=[CH:6][N:5]=[CH:4][N:3]=2)(=[O:25])=[O:24])[CH:22]=1. The yield is 0.0500. (7) The reactants are N.C([N:9]1[CH2:13][CH:12]([CH2:14][CH:15]([CH3:19])[CH2:16][CH2:17][CH3:18])[CH2:11][C:10]1=[O:20])C1C=CC=CC=1.[Na]. The catalyst is C1COCC1. The product is [CH3:19][CH:15]([CH2:16][CH2:17][CH3:18])[CH2:14][CH:12]1[CH2:13][NH:9][C:10](=[O:20])[CH2:11]1. The yield is 0.860.